This data is from Catalyst prediction with 721,799 reactions and 888 catalyst types from USPTO. The task is: Predict which catalyst facilitates the given reaction. (1) Reactant: [CH2:1]([N:3]1[N:7]=[C:6]2[CH:8]=[CH:9][C:10]([C:12](OCC)=[O:13])=[CH:11][C:5]2=[N:4]1)[CH3:2].CC(C[AlH]CC(C)C)C. Product: [CH2:1]([N:3]1[N:7]=[C:6]2[CH:8]=[CH:9][C:10]([CH2:12][OH:13])=[CH:11][C:5]2=[N:4]1)[CH3:2]. The catalyst class is: 11. (2) Reactant: Cl.[CH3:2][NH:3][CH2:4][CH2:5][NH:6][S:7]([C:10]1[CH:15]=[C:14]([S:16]([C:19]2[CH:24]=[CH:23][CH:22]=[CH:21][CH:20]=2)(=[O:18])=[O:17])[CH:13]=[CH:12][C:11]=1[C:25]([F:28])([F:27])[F:26])(=[O:9])=[O:8].[N:29]1([C:34](Cl)=[O:35])[CH2:33][CH2:32][CH2:31][CH2:30]1.C(N(C(C)C)CC)(C)C. Product: [CH3:2][N:3]([CH2:4][CH2:5][NH:6][S:7]([C:10]1[CH:15]=[C:14]([S:16]([C:19]2[CH:24]=[CH:23][CH:22]=[CH:21][CH:20]=2)(=[O:18])=[O:17])[CH:13]=[CH:12][C:11]=1[C:25]([F:28])([F:26])[F:27])(=[O:9])=[O:8])[C:34]([N:29]1[CH2:33][CH2:32][CH2:31][CH2:30]1)=[O:35]. The catalyst class is: 2. (3) Reactant: Br[C:2]1[N:6]2[C:7]3[C:12]([CH2:13][CH2:14][C:5]2=[C:4]([C:21]([N:23]2[CH2:28][CH2:27][O:26][CH2:25][C:24]2([CH3:30])[CH3:29])=[O:22])[N:3]=1)=[CH:11][C:10]([O:15][CH3:16])=[C:9]([CH2:17][CH:18]([CH3:20])[CH3:19])[CH:8]=3.ClCCl.[F:34][C:35]1[S:39][C:38](B2OC(C)(C)C(C)(C)O2)=[CH:37][CH:36]=1.C(=O)([O-])[O-].[Cs+].[Cs+].O1CCOCC1. Product: [CH3:29][C:24]1([CH3:30])[CH2:25][O:26][CH2:27][CH2:28][N:23]1[C:21]([C:4]1[N:3]=[C:2]([C:38]2[S:39][C:35]([F:34])=[CH:36][CH:37]=2)[N:6]2[C:7]3[C:12](=[CH:11][C:10]([O:15][CH3:16])=[C:9]([CH2:17][CH:18]([CH3:20])[CH3:19])[CH:8]=3)[CH2:13][CH2:14][C:5]=12)=[O:22]. The catalyst class is: 140. (4) Reactant: [Br:1][C:2]1[CH:7]=[CH:6][C:5]([CH:8]([CH3:22])[C:9]([C:15]2[CH:16]=[CH:17][C:18](=[O:21])[NH:19][CH:20]=2)([OH:14])[C:10]([F:13])([F:12])[F:11])=[C:4]([Cl:23])[CH:3]=1.C(=O)([O-])[O-].[K+].[K+].[CH2:30](I)[CH3:31].O. Product: [Br:1][C:2]1[CH:7]=[CH:6][C:5]([CH:8]([CH3:22])[C:9]([C:15]2[CH:16]=[CH:17][C:18](=[O:21])[N:19]([CH2:30][CH3:31])[CH:20]=2)([OH:14])[C:10]([F:13])([F:11])[F:12])=[C:4]([Cl:23])[CH:3]=1. The catalyst class is: 80. (5) Reactant: [Br:1][C:2]1[N:7]=[CH:6][C:5]([OH:8])=[CH:4][CH:3]=1.[C:9]([O:13][C:14](=[O:19])[NH:15][CH2:16][CH2:17]Br)([CH3:12])([CH3:11])[CH3:10].C(=O)([O-])[O-].[Cs+].[Cs+].CN(C)C=O. Product: [C:9]([O:13][C:14](=[O:19])[NH:15][CH2:16][CH2:17][O:8][C:5]1[CH:6]=[N:7][C:2]([Br:1])=[CH:3][CH:4]=1)([CH3:12])([CH3:11])[CH3:10]. The catalyst class is: 6.